Dataset: Full USPTO retrosynthesis dataset with 1.9M reactions from patents (1976-2016). Task: Predict the reactants needed to synthesize the given product. Given the product [Br:1][C:2]1[C:7]([N:32]2[CH2:36][CH2:35][C@H:34]([OH:37])[CH2:33]2)=[N:6][C:5]([C:9]2[C:17]3[C:12](=[CH:13][N:14]=[C:15]([C:18]4[CH:19]=[N:20][CH:21]=[CH:22][CH:23]=4)[CH:16]=3)[NH:11][N:10]=2)=[CH:4][CH:3]=1, predict the reactants needed to synthesize it. The reactants are: [Br:1][C:2]1[CH:3]=[CH:4][C:5]([C:9]2[C:17]3[C:12](=[CH:13][N:14]=[C:15]([C:18]4[CH:19]=[N:20][CH:21]=[CH:22][CH:23]=4)[CH:16]=3)[N:11](COCC[Si](C)(C)C)[N:10]=2)=[N:6][C:7]=1F.[NH:32]1[CH2:36][CH2:35][C@H:34]([OH:37])[CH2:33]1.